This data is from Full USPTO retrosynthesis dataset with 1.9M reactions from patents (1976-2016). The task is: Predict the reactants needed to synthesize the given product. (1) Given the product [I:10][C:6]1[C:5]([CH3:11])=[CH:4][N:3]=[C:2]2[NH:13][N:14]=[CH:8][C:7]=12, predict the reactants needed to synthesize it. The reactants are: F[C:2]1[C:7]([CH:8]=O)=[C:6]([I:10])[C:5]([CH3:11])=[CH:4][N:3]=1.O.[NH2:13][NH2:14]. (2) Given the product [CH3:38][N:35]1[CH2:36][CH2:37][CH:32]([O:31][C:11]2[CH:12]=[CH:13][C:14]([B:17]3[O:18][C:19]([CH3:24])([CH3:25])[C:20]([CH3:22])([CH3:23])[O:21]3)=[CH:15][CH:16]=2)[CH2:33][CH2:34]1, predict the reactants needed to synthesize it. The reactants are: C(OC1CCN([C:11]2[CH:16]=[CH:15][C:14]([B:17]3[O:21][C:20]([CH3:23])([CH3:22])[C:19]([CH3:25])([CH3:24])[O:18]3)=[CH:13][CH:12]=2)CC1)(=O)C.BrC1C=CC([O:31][CH:32]2[CH2:37][CH2:36][N:35]([CH3:38])[CH2:34][CH2:33]2)=CC=1. (3) Given the product [CH:27]1([C:26]2[O:25][N:24]=[C:23]([C:30]3[C:31]([Cl:37])=[CH:32][CH:33]=[CH:34][C:35]=3[Cl:36])[C:22]=2[CH2:21][O:20][CH:17]2[CH2:18][CH2:19][N:14]([C:10]3[CH:9]=[C:8]4[C:13]([C:5]([C:3]([OH:4])=[O:2])=[CH:6][N:7]4[CH3:38])=[CH:12][CH:11]=3)[CH2:15][CH2:16]2)[CH2:28][CH2:29]1, predict the reactants needed to synthesize it. The reactants are: C[O:2][C:3]([C:5]1[C:13]2[C:8](=[CH:9][C:10]([N:14]3[CH2:19][CH2:18][CH:17]([O:20][CH2:21][C:22]4[C:23]([C:30]5[C:35]([Cl:36])=[CH:34][CH:33]=[CH:32][C:31]=5[Cl:37])=[N:24][O:25][C:26]=4[CH:27]4[CH2:29][CH2:28]4)[CH2:16][CH2:15]3)=[CH:11][CH:12]=2)[N:7]([CH3:38])[CH:6]=1)=[O:4].[OH-].[K+]. (4) Given the product [CH2:2]([O:4][C:5](=[O:18])[CH2:6][NH:7][C:8]1[CH:17]=[CH:16][CH:15]=[C:14]2[C:9]=1[CH2:10][CH2:11][N:12]([CH2:29][CH2:30][F:31])[CH2:13]2)[CH3:3], predict the reactants needed to synthesize it. The reactants are: Cl.[CH2:2]([O:4][C:5](=[O:18])[CH2:6][NH:7][C:8]1[CH:17]=[CH:16][CH:15]=[C:14]2[C:9]=1[CH2:10][CH2:11][NH:12][CH2:13]2)[CH3:3].CCN(C(C)C)C(C)C.Br[CH2:29][CH2:30][F:31]. (5) The reactants are: Cl[C:2]1[C:3]2[CH:10]=[CH:9][S:8][C:4]=2[N:5]=[CH:6][N:7]=1.[NH2:11][OH:12].Cl.C(N(C(C)C)CC)(C)C. Given the product [N:5]1[C:4]2[S:8][CH:9]=[CH:10][C:3]=2[C:2]([NH:11][OH:12])=[N:7][CH:6]=1, predict the reactants needed to synthesize it. (6) Given the product [C:12]([O:16][NH:1][C:2]1[CH:10]=[CH:9][C:5]([C:6]([OH:8])=[O:7])=[C:4]([Cl:11])[CH:3]=1)([CH3:15])([CH3:14])[CH3:13], predict the reactants needed to synthesize it. The reactants are: [NH2:1][C:2]1[CH:10]=[CH:9][C:5]([C:6]([OH:8])=[O:7])=[C:4]([Cl:11])[CH:3]=1.[C:12]([O:16]NC1C=CC(C(O)=O)=CC=1C)([CH3:15])([CH3:14])[CH3:13].